Dataset: Peptide-MHC class II binding affinity with 134,281 pairs from IEDB. Task: Regression. Given a peptide amino acid sequence and an MHC pseudo amino acid sequence, predict their binding affinity value. This is MHC class II binding data. (1) The peptide sequence is MLFRILSLNLIKIK. The MHC is DRB1_1302 with pseudo-sequence DRB1_1302. The binding affinity (normalized) is 0.841. (2) The peptide sequence is VSAIVGAAASVFVCL. The MHC is HLA-DPA10201-DPB10501 with pseudo-sequence HLA-DPA10201-DPB10501. The binding affinity (normalized) is 0.245. (3) The peptide sequence is PIIIDQKYCPNKICT. The MHC is DRB1_1001 with pseudo-sequence DRB1_1001. The binding affinity (normalized) is 0.241. (4) The peptide sequence is VKGDPVGILYAVFKA. The MHC is HLA-DQA10101-DQB10501 with pseudo-sequence HLA-DQA10101-DQB10501. The binding affinity (normalized) is 0.216. (5) The peptide sequence is AFKVAATARNAAPAN. The MHC is DRB1_0901 with pseudo-sequence DRB1_0901. The binding affinity (normalized) is 0.650. (6) The peptide sequence is LYYLFNQHIKKELYH. The MHC is DRB5_0101 with pseudo-sequence DRB5_0101. The binding affinity (normalized) is 0.408.